This data is from Catalyst prediction with 721,799 reactions and 888 catalyst types from USPTO. The task is: Predict which catalyst facilitates the given reaction. (1) Reactant: [CH3:1][C:2]([CH3:8])([CH2:5][CH:6]=[CH2:7])[CH:3]=[O:4].[CH2:9]([Li])[CH2:10][CH2:11][CH3:12].[Cl-].[NH4+]. Product: [CH3:1][C:2]([CH3:8])([CH:3]([OH:4])[CH2:9][CH2:10][CH2:11][CH3:12])[CH2:5][CH:6]=[CH2:7]. The catalyst class is: 1. (2) Reactant: [C:1]([C:5]1[N:10]=[C:9]([CH3:11])[N:8]=[C:7]([N:12]2[CH2:17][CH2:16][N:15]([CH2:18][CH2:19][CH2:20][CH2:21][NH2:22])[CH2:14][CH2:13]2)[CH:6]=1)([CH3:4])([CH3:3])[CH3:2].C1N=CN([C:28]([N:30]2[CH:34]=N[CH:32]=[CH:31]2)=[O:29])C=1.[CH3:35][O:36][C:37]1[CH:45]=[CH:44][C:43]2[NH:42][C:41]3CCNC[C:40]=3[C:39]=2[CH:38]=1. Product: [C:1]([C:5]1[N:10]=[C:9]([CH3:11])[N:8]=[C:7]([N:12]2[CH2:13][CH2:14][N:15]([CH2:18][CH2:19][CH2:20][CH2:21][NH:22][C:28]([N:30]3[CH2:31][CH2:32][C:41]4[NH:42][C:43]5[CH:44]=[CH:45][C:37]([O:36][CH3:35])=[CH:38][C:39]=5[C:40]=4[CH2:34]3)=[O:29])[CH2:16][CH2:17]2)[CH:6]=1)([CH3:4])([CH3:2])[CH3:3]. The catalyst class is: 147. (3) Reactant: [Br:1][C:2]1[CH:7]=[CH:6][C:5]([Cl:8])=[C:4]([CH2:9]Br)[CH:3]=1.[CH3:11][C:12]1[N:17]=[C:16]([SH:18])[N:15]=[C:14]([OH:19])[CH:13]=1.C(N(CC)CC)C. Product: [Br:1][C:2]1[CH:7]=[CH:6][C:5]([Cl:8])=[C:4]([CH2:9][S:18][C:16]2[N:15]=[C:14]([OH:19])[CH:13]=[C:12]([CH3:11])[N:17]=2)[CH:3]=1. The catalyst class is: 8. (4) Reactant: [Br:1][C:2]1[CH:7]=[CH:6][C:5]([NH:8][C:9]2[C:14]([N+:15]([O-:17])=[O:16])=[C:13]([F:18])[CH:12]=[C:11](F)[C:10]=2[F:20])=[C:4]([F:21])[CH:3]=1.[CH3:22][O-:23].[Na+]. Product: [Br:1][C:2]1[CH:7]=[CH:6][C:5]([NH:8][C:9]2[C:14]([N+:15]([O-:17])=[O:16])=[C:13]([F:18])[CH:12]=[C:11]([O:23][CH3:22])[C:10]=2[F:20])=[C:4]([F:21])[CH:3]=1. The catalyst class is: 1. (5) Reactant: [H-].[Na+].[O:3]=[C:4]([CH2:11][CH2:12][CH3:13])[CH2:5][C:6]([O:8][CH2:9][CH3:10])=[O:7].[CH2:14]([Li])[CH2:15][CH2:16]C.C(Br)C=C.Cl.[Cl-].[NH4+].[BH4-].[Na+]. Product: [CH2:12]([CH:11]([CH2:16][CH:15]=[CH2:14])[CH:4]([OH:3])[CH2:5][C:6]([O:8][CH2:9][CH3:10])=[O:7])[CH3:13]. The catalyst class is: 7. (6) Reactant: [CH2:1]([O:3][CH2:4][C:5]#[C:6][CH2:7][O:8][CH:9]1[CH2:14]CCC[O:10]1)[CH3:2].O.[C:16]1(C)[CH:21]=[CH:20][C:19](S(O)(=O)=O)=[CH:18][CH:17]=1.C(=O)([O-])[O-].[Na+].[Na+]. Product: [CH3:7][O:8][C:9]([CH3:14])=[O:10].[CH3:20][CH2:21][CH2:16][CH2:17][CH2:18][CH3:19].[CH2:1]([O:3][CH2:4][C:5]#[C:6][CH2:7][OH:8])[CH3:2]. The catalyst class is: 5.